This data is from Catalyst prediction with 721,799 reactions and 888 catalyst types from USPTO. The task is: Predict which catalyst facilitates the given reaction. (1) Reactant: [Li]CCCC.Br[C:7]1[CH:8]=[C:9]2[C:14](=[C:15]([CH3:17])[CH:16]=1)[N:13]=[C:12]([Cl:18])[C:11]([C:19]1[CH:24]=[CH:23][CH:22]=[CH:21][CH:20]=1)=[C:10]2[Cl:25].CN([CH:29]=[O:30])C. Product: [Cl:18][C:12]1[C:11]([C:19]2[CH:24]=[CH:23][CH:22]=[CH:21][CH:20]=2)=[C:10]([Cl:25])[C:9]2[C:14](=[C:15]([CH3:17])[CH:16]=[C:7]([CH:29]=[O:30])[CH:8]=2)[N:13]=1. The catalyst class is: 1. (2) Reactant: Br[C:2]1[CH:7]=[CH:6][C:5]([C:8](=[C:16]2[CH2:21][C:20]([CH3:23])([CH3:22])[CH2:19][C:18]([CH3:25])([CH3:24])[CH2:17]2)[C:9]2[CH:14]=[CH:13][C:12]([OH:15])=[CH:11][CH:10]=2)=[CH:4][CH:3]=1.[C:26]([O-:29])([O-])=[O:27].[Na+].[Na+]. Product: [OH:15][C:12]1[CH:13]=[CH:14][C:9]([C:8](=[C:16]2[CH2:21][C:20]([CH3:23])([CH3:22])[CH2:19][C:18]([CH3:25])([CH3:24])[CH2:17]2)[C:5]2[CH:6]=[CH:7][C:2]([C:2]3[CH:7]=[CH:6][C:5]([C:26]([OH:29])=[O:27])=[CH:4][CH:3]=3)=[CH:3][CH:4]=2)=[CH:10][CH:11]=1. The catalyst class is: 276.